This data is from Reaction yield outcomes from USPTO patents with 853,638 reactions. The task is: Predict the reaction yield, written as a fraction of the theoretical maximum amount of product (1.0 means a 100% yield; for example, 0.34 means a 34% yield). (1) The reactants are [C:1]([C:3]1[CH:4]=[C:5]([NH:9][C:10](=[O:16])[O:11][C:12]([CH3:15])([CH3:14])[CH3:13])[CH:6]=[CH:7][CH:8]=1)#[CH:2].Br[C:18]1[CH:19]=[N:20][CH:21]=[C:22]([CH:35]=1)[C:23]([N:25]=[S@@:26]([CH3:34])(=[O:33])[C:27]1[CH:32]=[CH:31][CH:30]=[CH:29][CH:28]=1)=[O:24]. No catalyst specified. The product is [CH3:34][S@:26](=[N:25][C:23]([C:22]1[CH:35]=[C:18]([C:2]#[C:1][C:3]2[CH:4]=[C:5]([NH:9][C:10](=[O:16])[O:11][C:12]([CH3:13])([CH3:15])[CH3:14])[CH:6]=[CH:7][CH:8]=2)[CH:19]=[N:20][CH:21]=1)=[O:24])(=[O:33])[C:27]1[CH:28]=[CH:29][CH:30]=[CH:31][CH:32]=1. The yield is 0.230. (2) The reactants are [CH3:1][N:2]([C:10]([C:12]1[CH:17]=[CH:16][C:15]([NH:18][CH:19]([C:23]2[O:24][C:25]3[CH:32]=[CH:31][C:30]([O:33][C:34]4[CH:39]=[CH:38][C:37]([C:40]([F:43])([F:42])[F:41])=[CH:36][N:35]=4)=[CH:29][C:26]=3[C:27]=2[CH3:28])[CH:20]([CH3:22])[CH3:21])=[CH:14][CH:13]=1)=[O:11])[CH2:3][CH2:4][C:5]([O:7]CC)=[O:6].[OH-].[Na+]. The catalyst is O1CCCC1. The product is [CH3:1][N:2]([C:10]([C:12]1[CH:13]=[CH:14][C:15]([NH:18][CH:19]([C:23]2[O:24][C:25]3[CH:32]=[CH:31][C:30]([O:33][C:34]4[CH:39]=[CH:38][C:37]([C:40]([F:43])([F:42])[F:41])=[CH:36][N:35]=4)=[CH:29][C:26]=3[C:27]=2[CH3:28])[CH:20]([CH3:22])[CH3:21])=[CH:16][CH:17]=1)=[O:11])[CH2:3][CH2:4][C:5]([OH:7])=[O:6]. The yield is 0.940. (3) The reactants are [CH:1]([C:4]1[CH:9]=[CH:8][C:7]([CH:10]2[C:14]3[CH:15]=[C:16]([NH2:21])[C:17]([CH3:20])=[C:18]([CH3:19])[C:13]=3[O:12][CH2:11]2)=[CH:6][CH:5]=1)([CH3:3])[CH3:2].[Br:22]N1C(=O)CCC1=O. The catalyst is C(#N)C. The product is [Br:22][C:15]1[C:14]2[CH:10]([C:7]3[CH:8]=[CH:9][C:4]([CH:1]([CH3:3])[CH3:2])=[CH:5][CH:6]=3)[CH2:11][O:12][C:13]=2[C:18]([CH3:19])=[C:17]([CH3:20])[C:16]=1[NH2:21]. The yield is 0.340.